Predict which catalyst facilitates the given reaction. From a dataset of Catalyst prediction with 721,799 reactions and 888 catalyst types from USPTO. (1) Product: [CH2:1]([O:8][C:9]([N:11]1[CH2:14][CH:13]([C:15]2[O:20][C:19]([CH:21]3[CH:26]([C:27]4[CH:32]=[CH:31][CH:30]=[CH:29][CH:28]=4)[CH2:25][CH2:24][CH2:23][N:22]3[C:33]([O:35][C:36]([CH3:39])([CH3:38])[CH3:37])=[O:34])=[N:18][N:17]=2)[CH2:12]1)=[O:10])[C:2]1[CH:3]=[CH:4][CH:5]=[CH:6][CH:7]=1. Reactant: [CH2:1]([O:8][C:9]([N:11]1[CH2:14][CH:13]([C:15]([NH:17][NH:18][C:19]([CH:21]2[CH:26]([C:27]3[CH:32]=[CH:31][CH:30]=[CH:29][CH:28]=3)[CH2:25][CH2:24][CH2:23][N:22]2[C:33]([O:35][C:36]([CH3:39])([CH3:38])[CH3:37])=[O:34])=[O:20])=O)[CH2:12]1)=[O:10])[C:2]1[CH:7]=[CH:6][CH:5]=[CH:4][CH:3]=1.N1C=CN=C1.C1(P(C2C=CC=CC=2)C2C=CC=CC=2)C=CC=CC=1.C(Br)(Br)(Br)Br. The catalyst class is: 4. (2) Reactant: [F:1][C:2]1[CH:30]=[C:29]([N+:31]([O-])=O)[CH:28]=[CH:27][C:3]=1[O:4][C:5]1[CH:10]=[CH:9][N:8]=[C:7]2[CH:11]=[C:12]([C:14]3[CH:15]=[N:16][N:17]([CH2:19][CH2:20][N:21]4[CH2:25][CH2:24][CH2:23][C:22]4=[O:26])[CH:18]=3)[S:13][C:6]=12.[Cl-].[NH4+]. Product: [NH2:31][C:29]1[CH:28]=[CH:27][C:3]([O:4][C:5]2[CH:10]=[CH:9][N:8]=[C:7]3[CH:11]=[C:12]([C:14]4[CH:15]=[N:16][N:17]([CH2:19][CH2:20][N:21]5[CH2:25][CH2:24][CH2:23][C:22]5=[O:26])[CH:18]=4)[S:13][C:6]=23)=[C:2]([F:1])[CH:30]=1. The catalyst class is: 284. (3) Reactant: [CH3:1][O:2][C:3]1[CH:49]=[CH:48][C:6]([C:7]([O:22][CH2:23][C@H:24]2[O:28][C@@H:27]([N:29]3[CH:39]=[CH:38][C:33]([NH:34][C:35](=[O:37])[CH3:36])=[N:32][C:30]3=[O:31])[C@H:26]([O:40][CH2:41][CH2:42][C:43](=[O:46])[NH:44][CH3:45])[C@@H:25]2[OH:47])([C:16]2[CH:21]=[CH:20][CH:19]=[CH:18][CH:17]=2)[C:8]2[CH:13]=[CH:12][C:11]([O:14][CH3:15])=[CH:10][CH:9]=2)=[CH:5][CH:4]=1.C(N(C(C)C)[P:54]([N:61]([CH:65]([CH3:67])[CH3:66])[CH:62]([CH3:64])[CH3:63])[O:55]OCCC#N)(C)C.[NH:71]1[C-:75]=NN=N1.[CH:76]([NH2+]C(C)C)(C)[CH3:77]. Product: [C:75]([CH2:76][CH2:77][PH:54]([O:47][C@@H:25]1[C@@H:24]([CH2:23][O:22][C:7]([C:16]2[CH:17]=[CH:18][CH:19]=[CH:20][CH:21]=2)([C:8]2[CH:13]=[CH:12][C:11]([O:14][CH3:15])=[CH:10][CH:9]=2)[C:6]2[CH:48]=[CH:49][C:3]([O:2][CH3:1])=[CH:4][CH:5]=2)[O:28][C@@H:27]([N:29]2[CH:39]=[CH:38][C:33]([NH:34][C:35](=[O:37])[CH3:36])=[N:32][C:30]2=[O:31])[C@@H:26]1[O:40][CH2:41][CH2:42][C:43](=[O:46])[NH:44][CH3:45])([N:61]([CH:62]([CH3:63])[CH3:64])[CH:65]([CH3:66])[CH3:67])[OH:55])#[N:71]. The catalyst class is: 10. (4) Reactant: C(OC([NH:8][C@H:9]([C:11]([O:13][CH2:14][CH2:15][O:16][C:17]1[CH:22]=[CH:21][C:20]([C:23]2[C:28]([C:29]#[N:30])=[C:27]([NH:31][CH2:32][CH2:33][CH3:34])[N:26]=[C:25]([S:35][CH2:36][C:37]3[N:38]=[C:39]([C:42]4[CH:47]=[CH:46][C:45]([Cl:48])=[CH:44][CH:43]=4)[S:40][CH:41]=3)[C:24]=2[C:49]#[N:50])=[CH:19][CH:18]=1)=[O:12])[CH3:10])=O)(C)(C)C.[F:51][C:52]([F:57])([F:56])[C:53]([OH:55])=[O:54]. Product: [F:51][C:52]([F:57])([F:56])[C:53]([OH:55])=[O:54].[NH2:8][C@H:9]([C:11]([O:13][CH2:14][CH2:15][O:16][C:17]1[CH:22]=[CH:21][C:20]([C:23]2[C:28]([C:29]#[N:30])=[C:27]([NH:31][CH2:32][CH2:33][CH3:34])[N:26]=[C:25]([S:35][CH2:36][C:37]3[N:38]=[C:39]([C:42]4[CH:47]=[CH:46][C:45]([Cl:48])=[CH:44][CH:43]=4)[S:40][CH:41]=3)[C:24]=2[C:49]#[N:50])=[CH:19][CH:18]=1)=[O:12])[CH3:10]. The catalyst class is: 4. (5) Reactant: [F:1][C:2]([F:59])([F:58])[C:3]([C:12]1[CH:17]=[CH:16][C:15](C(OC([C:15]2[CH:16]=[CH:17][C:12]([C:3]([O:8][CH2:9][O:10][CH3:11])([C:4]([F:6])([F:5])[F:7])[C:2]([F:58])([F:59])[F:1])=[CH:13][C:14]=2[CH2:55][CH2:56][CH3:57])C2C=CC=CC=2)C2C=CC=CC=2)=[C:14]([CH2:55][CH2:56][CH3:57])[CH:13]=1)([O:8][CH2:9][O:10][CH3:11])[C:4]([F:7])([F:6])[F:5].C[OH:61]. Product: [F:59][C:2]([F:1])([F:58])[C:3]([C:12]1[CH:17]=[CH:16][C:15]([OH:61])=[C:14]([CH2:55][CH2:56][CH3:57])[CH:13]=1)([O:8][CH2:9][O:10][CH3:11])[C:4]([F:7])([F:5])[F:6]. The catalyst class is: 719. (6) Reactant: [CH3:1][C:2]1[C:6]2[CH:7]=[CH:8][C:9]([CH3:11])=[CH:10][C:5]=2[O:4][C:3]=1[C:12]([OH:14])=O.C(N1C=CN=C1)(N1C=CN=C1)=O.[CH3:27][NH:28][O:29][CH3:30]. Product: [CH3:27][N:28]([O:29][CH3:30])[C:12]([C:3]1[O:4][C:5]2[CH:10]=[C:9]([CH3:11])[CH:8]=[CH:7][C:6]=2[C:2]=1[CH3:1])=[O:14]. The catalyst class is: 2. (7) Reactant: [F:1][C:2]1[CH:11]=[C:10]([F:12])[CH:9]=[CH:8][C:3]=1[C:4]([O:6][CH3:7])=[O:5].[N+:13]([O-])([O-:15])=[O:14].[K+]. Product: [F:1][C:2]1[CH:11]=[C:10]([F:12])[C:9]([N+:13]([O-:15])=[O:14])=[CH:8][C:3]=1[C:4]([O:6][CH3:7])=[O:5]. The catalyst class is: 65.